This data is from Full USPTO retrosynthesis dataset with 1.9M reactions from patents (1976-2016). The task is: Predict the reactants needed to synthesize the given product. (1) Given the product [Cl:1][C:19]1[CH:20]=[CH:21][C:22]2[C:27](=[CH:26][CH:25]=[CH:24][CH:23]=2)[C:18]=1[O:17][P:16](=[N:2][C@@H:3]([C:10]1[CH:11]=[CH:12][CH:13]=[CH:14][CH:15]=1)[C:4]([O:6][CH2:7][CH2:8][CH3:9])=[O:5])=[O:28], predict the reactants needed to synthesize it. The reactants are: [ClH:1].[NH2:2][C@@H:3]([C:10]1[CH:15]=[CH:14][CH:13]=[CH:12][CH:11]=1)[C:4]([O:6][CH2:7][CH2:8][CH3:9])=[O:5].[P:16](Cl)(Cl)(=[O:28])[O:17][C:18]1[C:27]2[C:22](=[CH:23][CH:24]=[CH:25][CH:26]=2)[CH:21]=[CH:20][CH:19]=1. (2) Given the product [O:11]=[C:4]1[C:5]2[C:10](=[CH:9][CH:8]=[CH:7][CH:6]=2)[C:2](=[O:1])[N:3]1[CH2:12][C:13]([NH:41][C@:42]([C:57]1[CH:62]=[CH:61][C:60]([O:63][CH2:64][CH2:65][CH2:66][C:67]([F:68])([F:69])[F:70])=[CH:59][CH:58]=1)([CH2:43][C:44](=[O:45])[C:46]1[CH:47]=[CH:48][C:49]([CH3:52])=[CH:50][CH:51]=1)[C:53]([F:56])([F:55])[F:54])=[O:15], predict the reactants needed to synthesize it. The reactants are: [O:1]=[C:2]1[C:10]2[C:5](=[CH:6][CH:7]=[CH:8][CH:9]=2)[C:4](=[O:11])[N:3]1[CH2:12][C:13]([OH:15])=O.C1C=CC(P(C2C=CC=CC=2)C2C=CC=CC=2)=CC=1.C(C#N)(Cl)(Cl)Cl.[NH2:41][C@@:42]([C:57]1[CH:62]=[CH:61][C:60]([O:63][CH2:64][CH2:65][CH2:66][C:67]([F:70])([F:69])[F:68])=[CH:59][CH:58]=1)([C:53]([F:56])([F:55])[F:54])[CH2:43][C:44]([C:46]1[CH:51]=[CH:50][C:49]([CH3:52])=[CH:48][CH:47]=1)=[O:45]. (3) Given the product [CH3:1][C:2]1([CH3:7])[CH2:27][CH2:26][C:25](=[O:32])/[C:5](=[CH:4]/[O:3][Si:17]([CH:21]([CH3:23])[CH3:22])([CH:18]([CH3:20])[CH3:19])[CH:14]([CH3:16])[CH3:15])/[CH2:6]1, predict the reactants needed to synthesize it. The reactants are: [CH3:1][CH:2]1[CH2:6][CH2:5][CH2:4][O:3]1.[CH2:7](N(CC)CC)C.[CH:14]([Si:17](Cl)([CH:21]([CH3:23])[CH3:22])[CH:18]([CH3:20])[CH3:19])([CH3:16])[CH3:15].[CH3:25][CH2:26][CH2:27]CCCC.[OH2:32].